Dataset: NCI-60 drug combinations with 297,098 pairs across 59 cell lines. Task: Regression. Given two drug SMILES strings and cell line genomic features, predict the synergy score measuring deviation from expected non-interaction effect. (1) Drug 1: C1=CN(C(=O)N=C1N)C2C(C(C(O2)CO)O)O.Cl. Drug 2: CNC(=O)C1=NC=CC(=C1)OC2=CC=C(C=C2)NC(=O)NC3=CC(=C(C=C3)Cl)C(F)(F)F. Cell line: KM12. Synergy scores: CSS=29.1, Synergy_ZIP=-5.79, Synergy_Bliss=-1.86, Synergy_Loewe=-42.8, Synergy_HSA=-2.14. (2) Drug 1: CC12CCC(CC1=CCC3C2CCC4(C3CC=C4C5=CN=CC=C5)C)O. Drug 2: C1CCN(CC1)CCOC2=CC=C(C=C2)C(=O)C3=C(SC4=C3C=CC(=C4)O)C5=CC=C(C=C5)O. Cell line: DU-145. Synergy scores: CSS=3.56, Synergy_ZIP=2.24, Synergy_Bliss=6.60, Synergy_Loewe=3.51, Synergy_HSA=3.90. (3) Drug 1: C1=CC(=CC=C1CCC2=CNC3=C2C(=O)NC(=N3)N)C(=O)NC(CCC(=O)O)C(=O)O. Drug 2: CCN(CC)CCNC(=O)C1=C(NC(=C1C)C=C2C3=C(C=CC(=C3)F)NC2=O)C. Cell line: HS 578T. Synergy scores: CSS=0.767, Synergy_ZIP=-3.97, Synergy_Bliss=-3.35, Synergy_Loewe=-11.9, Synergy_HSA=-6.39. (4) Synergy scores: CSS=-4.91, Synergy_ZIP=5.34, Synergy_Bliss=5.71, Synergy_Loewe=-8.39, Synergy_HSA=-3.33. Drug 2: CC(C1=C(C=CC(=C1Cl)F)Cl)OC2=C(N=CC(=C2)C3=CN(N=C3)C4CCNCC4)N. Drug 1: CC1=C(C=C(C=C1)NC2=NC=CC(=N2)N(C)C3=CC4=NN(C(=C4C=C3)C)C)S(=O)(=O)N.Cl. Cell line: RPMI-8226.